Dataset: Peptide-MHC class I binding affinity with 185,985 pairs from IEDB/IMGT. Task: Regression. Given a peptide amino acid sequence and an MHC pseudo amino acid sequence, predict their binding affinity value. This is MHC class I binding data. (1) The peptide sequence is HQFTSNPEV. The MHC is HLA-A03:01 with pseudo-sequence HLA-A03:01. The binding affinity (normalized) is 0.0847. (2) The peptide sequence is FTIDFKLKY. The MHC is Patr-B0101 with pseudo-sequence Patr-B0101. The binding affinity (normalized) is 0.0499. (3) The peptide sequence is YALEPRKEI. The MHC is HLA-A02:03 with pseudo-sequence HLA-A02:03. The binding affinity (normalized) is 0.181. (4) The peptide sequence is FMVSVSDFR. The MHC is HLA-A31:01 with pseudo-sequence HLA-A31:01. The binding affinity (normalized) is 0.611.